From a dataset of NCI-60 drug combinations with 297,098 pairs across 59 cell lines. Regression. Given two drug SMILES strings and cell line genomic features, predict the synergy score measuring deviation from expected non-interaction effect. (1) Drug 1: C1CCN(CC1)CCOC2=CC=C(C=C2)C(=O)C3=C(SC4=C3C=CC(=C4)O)C5=CC=C(C=C5)O. Drug 2: C1=C(C(=O)NC(=O)N1)N(CCCl)CCCl. Cell line: TK-10. Synergy scores: CSS=8.47, Synergy_ZIP=-6.57, Synergy_Bliss=-1.87, Synergy_Loewe=-3.07, Synergy_HSA=-1.74. (2) Drug 1: CC1=CC2C(CCC3(C2CCC3(C(=O)C)OC(=O)C)C)C4(C1=CC(=O)CC4)C. Drug 2: CCC1=C2CN3C(=CC4=C(C3=O)COC(=O)C4(CC)O)C2=NC5=C1C=C(C=C5)O. Cell line: SK-MEL-5. Synergy scores: CSS=23.0, Synergy_ZIP=6.94, Synergy_Bliss=8.63, Synergy_Loewe=-39.0, Synergy_HSA=0.419. (3) Drug 1: CNC(=O)C1=NC=CC(=C1)OC2=CC=C(C=C2)NC(=O)NC3=CC(=C(C=C3)Cl)C(F)(F)F. Drug 2: C(CCl)NC(=O)N(CCCl)N=O. Cell line: DU-145. Synergy scores: CSS=-1.44, Synergy_ZIP=2.25, Synergy_Bliss=0.225, Synergy_Loewe=-2.78, Synergy_HSA=-2.26. (4) Drug 1: CC12CCC(CC1=CCC3C2CCC4(C3CC=C4C5=CN=CC=C5)C)O. Drug 2: N.N.Cl[Pt+2]Cl. Cell line: COLO 205. Synergy scores: CSS=0.281, Synergy_ZIP=6.37, Synergy_Bliss=7.15, Synergy_Loewe=-2.08, Synergy_HSA=-0.527. (5) Drug 1: C1C(C(OC1N2C=NC3=C(N=C(N=C32)Cl)N)CO)O. Drug 2: CS(=O)(=O)OCCCCOS(=O)(=O)C. Cell line: HS 578T. Synergy scores: CSS=14.0, Synergy_ZIP=-4.75, Synergy_Bliss=-3.40, Synergy_Loewe=4.21, Synergy_HSA=-1.34.